Dataset: Reaction yield outcomes from USPTO patents with 853,638 reactions. Task: Predict the reaction yield, written as a fraction of the theoretical maximum amount of product (1.0 means a 100% yield; for example, 0.34 means a 34% yield). (1) The yield is 0.470. The reactants are [Cl:1][C:2]1[CH:3]=[C:4]([CH:6]=[CH:7][C:8]=1[C:9]1[N:10]=[N:11][CH:12]=[CH:13][CH:14]=1)[NH2:5].[C:15](N1C=CN=C1)(N1C=CN=C1)=[S:16]. The product is [Cl:1][C:2]1[CH:3]=[C:4]([N:5]=[C:15]=[S:16])[CH:6]=[CH:7][C:8]=1[C:9]1[N:10]=[N:11][CH:12]=[CH:13][CH:14]=1. The catalyst is C(Cl)Cl. (2) The reactants are [CH2:1]([O:8][C:9]1[CH:18]=[C:17]2[C:12]([CH2:13][CH2:14][CH2:15][N:16]2[CH2:19][CH2:20][N:21]2C(=O)C3C(=CC=CC=3)C2=O)=[CH:11][CH:10]=1)[C:2]1[CH:7]=[CH:6][CH:5]=[CH:4][CH:3]=1.O.NN.Cl.[OH-].[Na+]. The catalyst is C(O)C. The product is [CH2:1]([O:8][C:9]1[CH:18]=[C:17]2[C:12]([CH2:13][CH2:14][CH2:15][N:16]2[CH2:19][CH2:20][NH2:21])=[CH:11][CH:10]=1)[C:2]1[CH:3]=[CH:4][CH:5]=[CH:6][CH:7]=1. The yield is 1.00. (3) The reactants are [NH2:1][CH2:2][CH2:3][N:4]1[CH2:9][CH2:8][N:7]([C:10]2[C:19]3[C:14](=[CH:15][CH:16]=[C:17]([O:20][CH3:21])[N:18]=3)[N:13]=[CH:12][CH:11]=2)[CH2:6][C:5]1=[O:22].C([O-])(O)=O.[Na+].[O:28]=[C:29]1[CH2:34][S:33][C:32]2[CH:35]=[CH:36][C:37]([CH:39]=O)=[N:38][C:31]=2[NH:30]1.[BH-](OC(C)=O)(OC(C)=O)OC(C)=O.[Na+]. The catalyst is C(Cl)Cl.CCO. The product is [CH3:21][O:20][C:17]1[N:18]=[C:19]2[C:14](=[CH:15][CH:16]=1)[N:13]=[CH:12][CH:11]=[C:10]2[N:7]1[CH2:8][CH2:9][N:4]([CH2:3][CH2:2][NH:1][CH2:39][C:37]2[CH:36]=[CH:35][C:32]3[S:33][CH2:34][C:29](=[O:28])[NH:30][C:31]=3[N:38]=2)[C:5](=[O:22])[CH2:6]1. The yield is 0.670. (4) The reactants are [F:1][C:2]1[C:7]2[N:8]=[CH:9][S:10][C:6]=2[CH:5]=[C:4]([C:11]([O:13]C)=[O:12])[C:3]=1[NH:15][C:16]1[CH:21]=[CH:20][C:19]([I:22])=[CH:18][C:17]=1[F:23].[Li+].[OH-].Cl. The catalyst is C1COCC1.CO. The product is [F:1][C:2]1[C:7]2[N:8]=[CH:9][S:10][C:6]=2[CH:5]=[C:4]([C:11]([OH:13])=[O:12])[C:3]=1[NH:15][C:16]1[CH:21]=[CH:20][C:19]([I:22])=[CH:18][C:17]=1[F:23]. The yield is 0.950. (5) The reactants are [N:1]1[CH:6]=[CH:5][CH:4]=[C:3]([CH:7]2[NH:16][CH2:15][C:14]3[C:9](=[C:10]([C:17]([O:19][CH3:20])=[O:18])[CH:11]=[CH:12][CH:13]=3)[NH:8]2)[CH:2]=1.C(C1C(=O)C(Cl)=C(Cl)C(=O)C=1C#N)#N. The catalyst is C(Cl)Cl. The product is [N:1]1[CH:6]=[CH:5][CH:4]=[C:3]([C:7]2[N:16]=[CH:15][C:14]3[C:9](=[C:10]([C:17]([O:19][CH3:20])=[O:18])[CH:11]=[CH:12][CH:13]=3)[N:8]=2)[CH:2]=1. The yield is 0.890. (6) The reactants are [Cl:1][C:2]1[C:10]([C:11]([C:14]#[N:15])([CH3:13])[CH3:12])=[CH:9][CH:8]=[CH:7][C:3]=1[C:4]([OH:6])=O.C(Cl)(=O)C(Cl)=O.[F:22][C:23]1[CH:29]=[CH:28][C:26]([NH2:27])=[CH:25][C:24]=1[O:30][C:31]1[CH:36]=[CH:35][C:34]([N+:37]([O-:39])=[O:38])=[CH:33][CH:32]=1.[OH-].[Na+]. The catalyst is O1CCCC1.C(OCC)(=O)C.O.CN(C)C=O. The product is [Cl:1][C:2]1[C:10]([C:11]([C:14]#[N:15])([CH3:13])[CH3:12])=[CH:9][CH:8]=[CH:7][C:3]=1[C:4]([NH:27][C:26]1[CH:28]=[CH:29][C:23]([F:22])=[C:24]([O:30][C:31]2[CH:32]=[CH:33][C:34]([N+:37]([O-:39])=[O:38])=[CH:35][CH:36]=2)[CH:25]=1)=[O:6]. The yield is 0.990.